Dataset: Catalyst prediction with 721,799 reactions and 888 catalyst types from USPTO. Task: Predict which catalyst facilitates the given reaction. (1) Reactant: [OH:1][CH2:2][C@H:3]1[CH2:10][N:9]([C:11]([O:13][C:14]([CH3:17])([CH3:16])[CH3:15])=[O:12])[CH2:8][C:5]2([CH2:7][CH2:6]2)[NH:4]1.C([O-])(O)=O.[Na+].O.[C:24](Cl)([O:26][CH2:27][CH:28]1[C:40]2[C:35](=[CH:36][CH:37]=[CH:38][CH:39]=2)[C:34]2[C:29]1=[CH:30][CH:31]=[CH:32][CH:33]=2)=[O:25]. Product: [OH:1][CH2:2][C@H:3]1[CH2:10][N:9]([C:11]([O:13][C:14]([CH3:17])([CH3:16])[CH3:15])=[O:12])[CH2:8][C:5]2([CH2:6][CH2:7]2)[N:4]1[C:24]([O:26][CH2:27][CH:28]1[C:29]2[CH:30]=[CH:31][CH:32]=[CH:33][C:34]=2[C:35]2[C:40]1=[CH:39][CH:38]=[CH:37][CH:36]=2)=[O:25]. The catalyst class is: 876. (2) Product: [CH2:8]([C:6]1[CH:5]=[CH:4][C:3]([OH:10])=[C:2]([C:13]2[CH:14]=[CH:15][S:11][CH:12]=2)[CH:7]=1)[CH3:9]. Reactant: Br[C:2]1[CH:7]=[C:6]([CH2:8][CH3:9])[CH:5]=[CH:4][C:3]=1[OH:10].[S:11]1[CH:15]=[CH:14][C:13](B(O)O)=[CH:12]1.C(=O)([O-])[O-].[Na+].[Na+]. The catalyst class is: 762. (3) Reactant: [Cl:1][C:2]1[N:3]=[C:4]([O:20][CH:21]2[CH2:26][CH2:25][O:24][CH2:23][CH2:22]2)[C:5]2[C:10](I)=[CH:9][N:8]([CH2:12][O:13][CH2:14][CH2:15][Si:16]([CH3:19])([CH3:18])[CH3:17])[C:6]=2[N:7]=1.[CH3:27][N:28]1[CH:32]=[C:31](B2OC(C)(C)C(C)(C)O2)[CH:30]=[N:29]1.O1CCOCC1. Product: [Cl:1][C:2]1[N:3]=[C:4]([O:20][CH:21]2[CH2:26][CH2:25][O:24][CH2:23][CH2:22]2)[C:5]2[C:10]([C:31]3[CH:30]=[N:29][N:28]([CH3:27])[CH:32]=3)=[CH:9][N:8]([CH2:12][O:13][CH2:14][CH2:15][Si:16]([CH3:19])([CH3:18])[CH3:17])[C:6]=2[N:7]=1. The catalyst class is: 6. (4) Reactant: [CH2:1]([O:13][C:14]1[CH:21]=[CH:20][C:17]([CH:18]=O)=[CH:16][C:15]=1[O:22][CH3:23])[CH2:2][CH2:3][CH2:4][CH2:5][CH2:6][CH2:7][CH2:8][CH2:9][CH2:10][CH2:11][CH3:12].C([O-])(=O)C.[NH4+].[N+:29]([CH3:32])([O-:31])=[O:30]. The catalyst class is: 5. Product: [N+:29]([CH:32]=[CH:18][C:17]1[CH:20]=[CH:21][C:14]([O:13][CH2:1][CH2:2][CH2:3][CH2:4][CH2:5][CH2:6][CH2:7][CH2:8][CH2:9][CH2:10][CH2:11][CH3:12])=[C:15]([O:22][CH3:23])[CH:16]=1)([O-:31])=[O:30]. (5) Reactant: [CH3:1][C:2]1[N:7]=[C:6]2[S:8][C:9]3[CH2:14][CH2:13][CH2:12][CH2:11][C:10]=3[C:5]2=[C:4]([C:15]2[CH:20]=[CH:19][C:18]([CH2:21][CH3:22])=[CH:17][CH:16]=2)[C:3]=1[CH:23]([CH2:28][CH2:29][CH3:30])[C:24]([O:26]C)=[O:25].[OH-].[Na+]. Product: [CH3:1][C:2]1[N:7]=[C:6]2[S:8][C:9]3[CH2:14][CH2:13][CH2:12][CH2:11][C:10]=3[C:5]2=[C:4]([C:15]2[CH:16]=[CH:17][C:18]([CH2:21][CH3:22])=[CH:19][CH:20]=2)[C:3]=1[CH:23]([CH2:28][CH2:29][CH3:30])[C:24]([OH:26])=[O:25]. The catalyst class is: 5. (6) Reactant: C[O:2][C:3](=[O:34])[CH2:4][C:5]1[CH:10]=[C:9]([S:11]([C:14]2[S:15][C:16]([CH3:30])=[C:17]([C:19]3[CH:24]=[CH:23][C:22]([O:25][C:26]([F:29])([F:28])[F:27])=[CH:21][CH:20]=3)[CH:18]=2)(=[O:13])=[O:12])[CH:8]=[C:7]([O:31][CH2:32][CH3:33])[CH:6]=1.Cl. Product: [CH2:32]([O:31][C:7]1[CH:6]=[C:5]([CH2:4][C:3]([OH:34])=[O:2])[CH:10]=[C:9]([S:11]([C:14]2[S:15][C:16]([CH3:30])=[C:17]([C:19]3[CH:20]=[CH:21][C:22]([O:25][C:26]([F:27])([F:28])[F:29])=[CH:23][CH:24]=3)[CH:18]=2)(=[O:12])=[O:13])[CH:8]=1)[CH3:33]. The catalyst class is: 7. (7) Reactant: N1C=CC=CC=1.[CH3:7][S:8](Cl)(=[O:10])=[O:9].[C:12]([NH:16][C:17]([C:19]1[N:23]=[C:22]([C:24]2[CH:29]=[CH:28][C:27]([NH2:30])=[CH:26][N:25]=2)[N:21]([C:31]2[CH:32]=[N:33][C:34]([O:37][CH3:38])=[CH:35][CH:36]=2)[N:20]=1)=[O:18])([CH3:15])([CH3:14])[CH3:13].C(=O)([O-])O.[Na+]. Product: [C:12]([NH:16][C:17]([C:19]1[N:23]=[C:22]([C:24]2[CH:29]=[CH:28][C:27]([NH:30][S:8]([CH3:7])(=[O:10])=[O:9])=[CH:26][N:25]=2)[N:21]([C:31]2[CH:32]=[N:33][C:34]([O:37][CH3:38])=[CH:35][CH:36]=2)[N:20]=1)=[O:18])([CH3:15])([CH3:14])[CH3:13]. The catalyst class is: 4. (8) Reactant: [CH3:1][C@@H:2]1[N:8]([C:9]2[CH:14]=[CH:13][N:12]=[CH:11][CH:10]=2)[CH2:7][C:6]2[CH:15]=[CH:16][C:17]([C:19]([O:21]C)=O)=[CH:18][C:5]=2[O:4][CH2:3]1.[NH2:23][OH:24].[OH-].[Na+]. Product: [OH:24][NH:23][C:19]([C:17]1[CH:16]=[CH:15][C:6]2[CH2:7][N:8]([C:9]3[CH:14]=[CH:13][N:12]=[CH:11][CH:10]=3)[C@@H:2]([CH3:1])[CH2:3][O:4][C:5]=2[CH:18]=1)=[O:21]. The catalyst class is: 36. (9) Reactant: [CH:1]1([C:5]2[N:9]3[CH:10]=[CH:11][N:12]=[C:13]([NH2:14])[C:8]3=[C:7]([C:15]3[CH:24]=[C:23]4[C:18]([CH:19]=[CH:20][CH:21]=[N:22]4)=[CH:17][CH:16]=3)[N:6]=2)[CH2:4][CH2:3][CH2:2]1.[S:25]1[CH:29]=[CH:28][CH:27]=[C:26]1[Li]. Product: [CH:1]1([C:5]2[N:9]3[CH:10]=[CH:11][N:12]=[C:13]([NH2:14])[C:8]3=[C:7]([C:15]3[CH:24]=[C:23]4[C:18]([CH:19]=[CH:20][C:21]([C:26]5[S:25][CH:29]=[CH:28][CH:27]=5)=[N:22]4)=[CH:17][CH:16]=3)[N:6]=2)[CH2:2][CH2:3][CH2:4]1. The catalyst class is: 1.